Dataset: Forward reaction prediction with 1.9M reactions from USPTO patents (1976-2016). Task: Predict the product of the given reaction. Given the reactants [Cl:1][C:2]1[N:7]=[C:6](Cl)[C:5]([Cl:9])=[CH:4][N:3]=1.[NH2:10][CH:11]1[CH:15]2[O:16][CH2:17][CH:18]([O:19][CH2:20][CH2:21][OH:22])[CH:14]2[O:13][CH2:12]1.C(N(CC)CC)C, predict the reaction product. The product is: [Cl:1][C:2]1[N:7]=[C:6]([NH:10][CH:11]2[CH:15]3[O:16][CH2:17][CH:18]([O:19][CH2:20][CH2:21][OH:22])[CH:14]3[O:13][CH2:12]2)[C:5]([Cl:9])=[CH:4][N:3]=1.